Dataset: Catalyst prediction with 721,799 reactions and 888 catalyst types from USPTO. Task: Predict which catalyst facilitates the given reaction. (1) Reactant: C([O:3][C:4](=O)[CH2:5][C:6](=O)[CH2:7][C:8]1[CH:13]=[CH:12][C:11]([NH:14][C:15]([O:17][C:18]([CH3:21])([CH3:20])[CH3:19])=[O:16])=[CH:10][CH:9]=1)C.[NH2:24][C:25]([NH2:27])=[S:26].CC(C)([O-])C.[K+].Cl. Product: [C:18]([O:17][C:15](=[O:16])[NH:14][C:11]1[CH:12]=[CH:13][C:8]([CH2:7][C:6]2[CH:5]=[C:4]([OH:3])[N:27]=[C:25]([SH:26])[N:24]=2)=[CH:9][CH:10]=1)([CH3:21])([CH3:20])[CH3:19]. The catalyst class is: 729. (2) Reactant: [H-].C([Al+]CC(C)C)C(C)C.[C:11]1([CH:17]([C:24]2[CH:29]=[CH:28][CH:27]=[CH:26][CH:25]=2)[CH2:18][C:19](OCC)=[O:20])[CH:16]=[CH:15][CH:14]=[CH:13][CH:12]=1.CO.O. Product: [C:24]1([CH:17]([C:11]2[CH:12]=[CH:13][CH:14]=[CH:15][CH:16]=2)[CH2:18][CH2:19][OH:20])[CH:25]=[CH:26][CH:27]=[CH:28][CH:29]=1. The catalyst class is: 451.